This data is from Forward reaction prediction with 1.9M reactions from USPTO patents (1976-2016). The task is: Predict the product of the given reaction. (1) Given the reactants [CH3:1][O:2][C:3]([C:5]1[S:6][C:7]([C:11]2[CH2:16][CH2:15][C:14]([CH3:18])([CH3:17])[CH2:13][CH:12]=2)=[CH:8][C:9]=1[NH2:10])=[O:4].[N:19]1([CH:24]([CH2:30][CH3:31])[CH2:25][CH2:26][C:27](=O)C)[CH:23]=[N:22][CH:21]=[N:20]1.C([Sn](Cl)(Cl)CCCC)CCC.C1([SiH3])C=CC=CC=1, predict the reaction product. The product is: [CH3:1][O:2][C:3]([C:5]1[S:6][C:7]([C:11]2[CH2:16][CH2:15][C:14]([CH3:18])([CH3:17])[CH2:13][CH:12]=2)=[CH:8][C:9]=1[NH:10][C@H:27]1[CH2:26][CH2:25][C@H:24]([N:19]2[CH:23]=[N:22][CH:21]=[N:20]2)[CH2:30][CH2:31]1)=[O:4]. (2) Given the reactants [CH2:1]=[C:2]([C:4]1[CH:16]=[C:15]([C:17]([CH3:19])=[CH2:18])[C:7]2[O:8][C:9]3[CH:14]=[CH:13][CH:12]=[CH:11][C:10]=3[C:6]=2[C:5]=1[NH2:20])[CH3:3].C(O)C, predict the reaction product. The product is: [CH:2]([C:4]1[CH:16]=[C:15]([CH:17]([CH3:19])[CH3:18])[C:7]2[O:8][C:9]3[CH:14]=[CH:13][CH:12]=[CH:11][C:10]=3[C:6]=2[C:5]=1[NH2:20])([CH3:3])[CH3:1].